From a dataset of Forward reaction prediction with 1.9M reactions from USPTO patents (1976-2016). Predict the product of the given reaction. (1) Given the reactants [C:1]([O:5][C:6]([N:8]1[CH2:12][CH2:11][CH2:10][CH:9]1[C:13]1[NH:14][C:15]([C:20]2[CH:25]=[CH:24][C:23](Br)=[CH:22][CH:21]=2)([CH3:19])[C:16](=[O:18])[N:17]=1)=[O:7])([CH3:4])([CH3:3])[CH3:2].[B:27]1([B:27]2[O:31][C:30]([CH3:33])([CH3:32])[C:29]([CH3:35])([CH3:34])[O:28]2)[O:31][C:30]([CH3:33])([CH3:32])[C:29]([CH3:35])([CH3:34])[O:28]1.C([O-])(=O)C.[K+], predict the reaction product. The product is: [C:1]([O:5][C:6]([N:8]1[CH2:12][CH2:11][CH2:10][CH:9]1[C:13]1[NH:14][C:15]([CH3:19])([C:20]2[CH:25]=[CH:24][C:23]([B:27]3[O:31][C:30]([CH3:33])([CH3:32])[C:29]([CH3:35])([CH3:34])[O:28]3)=[CH:22][CH:21]=2)[C:16](=[O:18])[N:17]=1)=[O:7])([CH3:4])([CH3:3])[CH3:2]. (2) Given the reactants [NH:1]1[CH:5]=[CH:4][C:3]2[C:6](=[O:9])[NH:7][CH2:8][C:2]1=2.[C:10](OC(NC1(C(O)=O)CC1)=O)(C)(C)[CH3:11], predict the reaction product. The product is: [NH:1]1[CH:5]=[CH:4][C:3]2[C:6](=[O:9])[NH:7][C:8]3([CH2:11][CH2:10]3)[C:2]1=2. (3) Given the reactants [Cl-].[C:2](=[O:5])([O-])[O-].[K+].[K+].[C:8]([Si:12]([CH3:28])([CH3:27])[O:13][CH2:14][CH2:15][NH:16][CH2:17][CH2:18][O:19][Si:20]([CH3:26])([CH3:25])[C:21]([CH3:24])([CH3:23])[CH3:22])([CH3:11])([CH3:10])[CH3:9].[Cl:29][CH2:30]Cl, predict the reaction product. The product is: [C:21]([Si:20]([CH3:25])([CH3:26])[O:19][CH2:18][CH2:17][N:16]([CH2:15][CH2:14][O:13][Si:12]([C:8]([CH3:11])([CH3:10])[CH3:9])([CH3:28])[CH3:27])[C:2](=[O:5])[CH2:30][Cl:29])([CH3:22])([CH3:24])[CH3:23]. (4) Given the reactants [Br:1][C:2]1[CH:3]=[CH:4][C:5]([F:29])=[C:6]([C:8]([NH:22]S(C(C)(C)C)=O)([C:10]([F:21])([F:20])[CH2:11][O:12][Si](C(C)(C)C)(C)C)[CH3:9])[CH:7]=1, predict the reaction product. The product is: [NH2:22][C:8]([C:6]1[CH:7]=[C:2]([Br:1])[CH:3]=[CH:4][C:5]=1[F:29])([CH3:9])[C:10]([F:20])([F:21])[CH2:11][OH:12]. (5) Given the reactants Cl[C:2]1[N:7]=[C:6]([O:8][C:9]2[C:18]3[C:13](=[CH:14][CH:15]=[CH:16][CH:17]=3)[C:12]([NH:19][C:20]([NH:22][C:23]3[N:27]([C:28]4[CH:33]=[CH:32][C:31]([CH3:34])=[CH:30][CH:29]=4)[N:26]=[C:25]([CH:35]([CH3:37])[CH3:36])[CH:24]=3)=[O:21])=[CH:11][CH:10]=2)[CH:5]=[CH:4][N:3]=1.[NH2:38][C:39]1[CH:40]=[C:41]([CH:52]=[CH:53][CH:54]=1)[O:42][CH2:43][CH2:44][O:45][CH2:46][CH2:47][O:48][CH2:49][CH2:50][OH:51].C([O-])(O)=O.[Na+], predict the reaction product. The product is: [OH:51][CH2:50][CH2:49][O:48][CH2:47][CH2:46][O:45][CH2:44][CH2:43][O:42][C:41]1[CH:40]=[C:39]([NH:38][C:2]2[N:7]=[C:6]([O:8][C:9]3[C:18]4[C:13](=[CH:14][CH:15]=[CH:16][CH:17]=4)[C:12]([NH:19][C:20]([NH:22][C:23]4[N:27]([C:28]5[CH:29]=[CH:30][C:31]([CH3:34])=[CH:32][CH:33]=5)[N:26]=[C:25]([CH:35]([CH3:36])[CH3:37])[CH:24]=4)=[O:21])=[CH:11][CH:10]=3)[CH:5]=[CH:4][N:3]=2)[CH:54]=[CH:53][CH:52]=1. (6) Given the reactants [Br:1][C:2]1[S:6][C:5]([C:7](=[O:13])[C:8]([O:10]CC)=[O:9])=[CH:4][CH:3]=1.[OH-].[Na+], predict the reaction product. The product is: [Br:1][C:2]1[S:6][C:5]([C:7](=[O:13])[C:8]([OH:10])=[O:9])=[CH:4][CH:3]=1.